Predict the reaction yield, written as a fraction of the theoretical maximum amount of product (1.0 means a 100% yield; for example, 0.34 means a 34% yield). From a dataset of Reaction yield outcomes from USPTO patents with 853,638 reactions. (1) The reactants are [F:1][C:2]1[CH:7]=[CH:6][C:5]([CH:8]([OH:24])[C:9]2[N:18]=[C:17]([OH:19])[C:16]3[C:11](=[CH:12][C:13]([C:20]([F:23])([F:22])[F:21])=[CH:14][CH:15]=3)[N:10]=2)=[CH:4][CH:3]=1.CC(OI1(OC(C)=O)(OC(C)=O)OC(=O)C2C=CC=CC1=2)=O.C(=O)(O)[O-].[Na+]. The catalyst is C(#N)C. The product is [F:1][C:2]1[CH:7]=[CH:6][C:5]([C:8]([C:9]2[N:18]=[C:17]([OH:19])[C:16]3[C:11](=[CH:12][C:13]([C:20]([F:22])([F:21])[F:23])=[CH:14][CH:15]=3)[N:10]=2)=[O:24])=[CH:4][CH:3]=1. The yield is 1.00. (2) The reactants are [CH3:1][C:2]1[O:6][N:5]=[C:4]([C:7]2[CH:12]=[CH:11][CH:10]=[CH:9][CH:8]=2)[C:3]=1[CH2:13][O:14][C:15]1[N:20]=[N:19][C:18]([NH2:21])=[CH:17][CH:16]=1.[O:22]1[CH2:27][CH2:26][CH:25]([C:28](Cl)=[O:29])[CH2:24][CH2:23]1. No catalyst specified. The product is [CH3:1][C:2]1[O:6][N:5]=[C:4]([C:7]2[CH:8]=[CH:9][CH:10]=[CH:11][CH:12]=2)[C:3]=1[CH2:13][O:14][C:15]1[N:20]=[N:19][C:18]([NH:21][C:28]([CH:25]2[CH2:26][CH2:27][O:22][CH2:23][CH2:24]2)=[O:29])=[CH:17][CH:16]=1. The yield is 0.910. (3) The catalyst is CO.C1COCC1. The reactants are [C:1]([O:5][C:6]([N:8]1[CH2:12][CH2:11][CH2:10][CH:9]1[C:13]1[N:14]([CH2:20][O:21][CH2:22][CH2:23][Si:24]([CH3:27])([CH3:26])[CH3:25])[C:15]([CH:18]=O)=[CH:16][N:17]=1)=[O:7])([CH3:4])([CH3:3])[CH3:2].[CH3:28]C(C)C(=O)C(P(=O)([O-])[O-])=[N+]=[N-].C(=O)([O-])[O-].[K+].[K+].O. The yield is 0.770. The product is [C:1]([O:5][C:6]([N:8]1[CH2:12][CH2:11][CH2:10][CH:9]1[C:13]1[N:14]([CH2:20][O:21][CH2:22][CH2:23][Si:24]([CH3:27])([CH3:26])[CH3:25])[C:15]([C:18]#[CH:28])=[CH:16][N:17]=1)=[O:7])([CH3:3])([CH3:2])[CH3:4]. (4) The product is [Cl:13][C:14]1[CH:19]=[CH:18][C:17]([S:20]([NH:1][CH:2]([C:6]2[CH:11]=[CH:10][CH:9]=[CH:8][C:7]=2[CH3:12])[C:3]([NH2:5])=[O:4])(=[O:22])=[O:21])=[CH:16][CH:15]=1. The catalyst is O1CCOCC1. The reactants are [NH2:1][CH:2]([C:6]1[CH:11]=[CH:10][CH:9]=[CH:8][C:7]=1[CH3:12])[C:3]([NH2:5])=[O:4].[Cl:13][C:14]1[CH:19]=[CH:18][C:17]([S:20](Cl)(=[O:22])=[O:21])=[CH:16][CH:15]=1.CCN(CC)CC. The yield is 0.830. (5) The reactants are [Br:1][C:2]1[CH:3]=[C:4]([S:8](Cl)(=[O:10])=[O:9])[CH:5]=[CH:6][CH:7]=1.[NH2:12][C:13]1[CH:18]=[CH:17][CH:16]=[CH:15][CH:14]=1.C(=O)([O-])[O-].[Na+].[Na+]. The catalyst is C(#N)C.O. The product is [Br:1][C:2]1[CH:3]=[C:4]([S:8]([NH:12][C:13]2[CH:18]=[CH:17][CH:16]=[CH:15][CH:14]=2)(=[O:10])=[O:9])[CH:5]=[CH:6][CH:7]=1. The yield is 0.940.